The task is: Predict the product of the given reaction.. This data is from Forward reaction prediction with 1.9M reactions from USPTO patents (1976-2016). (1) Given the reactants [CH3:1][O:2][C:3]1[CH:4]=[C:5]([CH:8]=[C:9]([O:11][CH3:12])[CH:10]=1)[CH:6]=O.[NH2:13][C:14]1[CH:19]=[CH:18][C:17]([CH2:20][C:21]([OH:23])=[O:22])=[CH:16][CH:15]=1.[C:24](OC(=O)C)(=[O:26])[CH3:25].C(N(CC)CC)C.Cl, predict the reaction product. The product is: [C:24]([NH:13][C:14]1[CH:15]=[CH:16][C:17]([C:20](=[CH:6][C:5]2[CH:4]=[C:3]([O:2][CH3:1])[CH:10]=[C:9]([O:11][CH3:12])[CH:8]=2)[C:21]([OH:23])=[O:22])=[CH:18][CH:19]=1)(=[O:26])[CH3:25]. (2) Given the reactants [CH2:1]([O:3][C:4]([C:6]1[C:15](=[O:16])[C:14]2[C:9](=[CH:10][C:11]([F:18])=[C:12]([F:17])[CH:13]=2)[NH:8][CH:7]=1)=[O:5])[CH3:2].C(=O)([O-])[O-].[K+].[K+].[Cl:25][C:26]1[CH:33]=[CH:32][C:29]([CH2:30]Br)=[CH:28][CH:27]=1, predict the reaction product. The product is: [CH2:1]([O:3][C:4]([C:6]1[C:15](=[O:16])[C:14]2[C:9](=[CH:10][C:11]([F:18])=[C:12]([F:17])[CH:13]=2)[N:8]([CH2:30][C:29]2[CH:32]=[CH:33][C:26]([Cl:25])=[CH:27][CH:28]=2)[CH:7]=1)=[O:5])[CH3:2]. (3) Given the reactants [H-].[Na+].[CH3:3][O:4][C:5](=[O:9])[C@@H:6]([CH3:8])[OH:7].[CH2:10](Br)[C:11]1[CH:16]=[CH:15][CH:14]=[CH:13][CH:12]=1, predict the reaction product. The product is: [CH2:10]([O:7][C@H:6]([CH3:8])[C:5]([O:4][CH3:3])=[O:9])[C:11]1[CH:16]=[CH:15][CH:14]=[CH:13][CH:12]=1. (4) Given the reactants [C:1]([O:5][C@@H:6]([C:11]1[C:40]([CH3:41])=[C:39]([Br:42])[C:38]2=[N:43][C:35]3=[C:36](Br)[N:37]2[C:12]=1[N:13]1[CH2:49][CH2:48][C:16]([CH3:50])([O:17][CH2:18][CH2:19][CH2:20][CH2:21][C@H:22]([CH3:47])[O:23][C:24]2[CH:25]=[CH:26][C:27]([F:46])=[CH:28][C:29]=2[C:30]2[CH:45]=[C:34]3[CH:33]=[CH:32][CH:31]=2)[CH2:15][CH2:14]1)[C:7]([O:9][CH3:10])=[O:8])([CH3:4])([CH3:3])[CH3:2].COC1C=CC=C(OC)C=1C1C=CC=CC=1P(C1CCCCC1)C1CCCCC1.CCCCO.C([O-])([O-])=O.[Cs+].[Cs+], predict the reaction product. The product is: [Br:42][C:39]1[C:38]2=[N:43][C:35]3=[CH:36][N:37]2[C:12]([N:13]2[CH2:14][CH2:15][C:16]([CH3:50])([O:17][CH2:18][CH2:19][CH2:20][CH2:21][C@H:22]([CH3:47])[O:23][C:24]4[CH:25]=[CH:26][C:27]([F:46])=[CH:28][C:29]=4[C:30]4[CH:45]=[C:34]3[CH:33]=[CH:32][CH:31]=4)[CH2:48][CH2:49]2)=[C:11]([C@H:6]([O:5][C:1]([CH3:4])([CH3:3])[CH3:2])[C:7]([O:9][CH3:10])=[O:8])[C:40]=1[CH3:41]. (5) Given the reactants [Cl:1][C:2]1[CH:23]=[CH:22][C:5]2[N:6](CC(O)=O)[C:7]([CH2:9][C:10]3[C:15]([Cl:16])=[CH:14][CH:13]=[CH:12][C:11]=3[Cl:17])=[N:8][C:4]=2[CH:3]=1.ClC1C=CC2N=C(C3C(Cl)=CC=CC=3Cl)N([CH2:41][C:42](O)=[O:43])C=2C=1.[CH:46]([C:49]1[CH:50]=[CH:51][C:52]([CH3:56])=[C:53]([CH:55]=1)[NH2:54])([CH3:48])[CH3:47].CN(C(ON1N=NC2C=CC=NC1=2)=[N+](C)C)C.F[P-](F)(F)(F)(F)F, predict the reaction product. The product is: [Cl:1][C:2]1[CH:23]=[CH:22][C:5]2[N:6]=[C:7]([CH2:9][C:10]3[C:11]([Cl:17])=[CH:12][CH:13]=[CH:14][C:15]=3[Cl:16])[N:8]([CH2:41][C:42]([NH:54][C:53]3[CH:55]=[C:49]([CH:46]([CH3:48])[CH3:47])[CH:50]=[CH:51][C:52]=3[CH3:56])=[O:43])[C:4]=2[CH:3]=1.